From a dataset of Peptide-MHC class I binding affinity with 185,985 pairs from IEDB/IMGT. Regression. Given a peptide amino acid sequence and an MHC pseudo amino acid sequence, predict their binding affinity value. This is MHC class I binding data. The peptide sequence is ILWGYGFLQ. The MHC is HLA-A02:01 with pseudo-sequence HLA-A02:01. The binding affinity (normalized) is 0.502.